Binary Classification. Given a drug SMILES string, predict its activity (active/inactive) in a high-throughput screening assay against a specified biological target. From a dataset of HIV replication inhibition screening data with 41,000+ compounds from the AIDS Antiviral Screen. (1) The drug is CN(C)CCCNc1ccc([N+](=O)[O-])c2[nH]c3ccccc3c(=N)c12. The result is 0 (inactive). (2) The compound is Cl.N=C(N)NNC(=O)CCCCCCCC(=O)NNC(=N)N. The result is 0 (inactive). (3) The molecule is CC1CCCN(CCSSCCN2CCCC(C)C2)C1. The result is 0 (inactive).